Dataset: Reaction yield outcomes from USPTO patents with 853,638 reactions. Task: Predict the reaction yield, written as a fraction of the theoretical maximum amount of product (1.0 means a 100% yield; for example, 0.34 means a 34% yield). (1) The reactants are [F-].[CH2:2]([N+](CCCC)(CCCC)CCCC)CCC.[Cl:19][C:20]1[CH:41]=[C:40]([C:42]([NH:44][CH2:45][C:46]2[CH:51]=[CH:50][CH:49]=[C:48]([O:52][Si](C(C)(C)C)(C)C)[CH:47]=2)=[O:43])[CH:39]=[C:38]([Cl:60])[C:21]=1[C:22]([NH:24][C@H:25]([C:35]([OH:37])=[O:36])[CH2:26][NH:27][C:28]([C:30]1[S:31][CH:32]=[CH:33][CH:34]=1)=[O:29])=[O:23]. The catalyst is O1CCCC1.C(OCC)(=O)C. The product is [Cl:60][C:38]1[CH:39]=[C:40]([C:42]([NH:44][CH2:45][C:46]2[CH:51]=[CH:50][CH:49]=[C:48]([OH:52])[CH:47]=2)=[O:43])[CH:41]=[C:20]([Cl:19])[C:21]=1[C:22]([NH:24][C@H:25]([C:35]([O:37][CH3:2])=[O:36])[CH2:26][NH:27][C:28]([C:30]1[S:31][CH:32]=[CH:33][CH:34]=1)=[O:29])=[O:23]. The yield is 0.850. (2) The reactants are C([Si](C)(C)[O:6][CH2:7][CH2:8][N:9]1[C:17]2[C:12](=[CH:13][C:14]([C:18]([N:20]3[CH2:24][CH2:23][CH2:22][C@H:21]3[CH2:25][N:26]3[CH2:30][CH2:29][CH2:28][CH2:27]3)=[O:19])=[CH:15][CH:16]=2)[CH:11]=[C:10]1[C:31]([N:33]1[CH2:38][CH2:37][C:36]([F:40])([F:39])[CH2:35][CH2:34]1)=[O:32])(C)(C)C.FC(F)(F)C(O)=O. The catalyst is ClCCl. The product is [F:40][C:36]1([F:39])[CH2:37][CH2:38][N:33]([C:31]([C:10]2[N:9]([CH2:8][CH2:7][OH:6])[C:17]3[C:12]([CH:11]=2)=[CH:13][C:14]([C:18]([N:20]2[CH2:24][CH2:23][CH2:22][C@H:21]2[CH2:25][N:26]2[CH2:27][CH2:28][CH2:29][CH2:30]2)=[O:19])=[CH:15][CH:16]=3)=[O:32])[CH2:34][CH2:35]1. The yield is 0.560. (3) The reactants are CC1(C)C(C)(C)OB([C:9]2[CH:10]=[C:11]3[C:16](=[C:17]([O:19]COCC[Si](C)(C)C)[CH:18]=2)[N:15]=[CH:14][N:13](COCC[Si](C)(C)C)[C:12]3=[O:36])O1.I[C:39]1[CH:40]=[N:41][N:42]([CH2:44][CH2:45][O:46][CH3:47])[CH:43]=1.FC1C=C(I)C=C(F)C=1F.C(=O)([O-])[O-].[K+].[K+]. The catalyst is O1CCOCC1.C1(P([C-]2C=CC=C2)C2C=CC=CC=2)C=CC=CC=1.[C-]1(P(C2C=CC=CC=2)C2C=CC=CC=2)C=CC=C1.[Fe+2].[Pd](Cl)Cl. The product is [OH:19][C:17]1[CH:18]=[C:9]([C:39]2[CH:40]=[N:41][N:42]([CH2:44][CH2:45][O:46][CH3:47])[CH:43]=2)[CH:10]=[C:11]2[C:16]=1[N:15]=[CH:14][NH:13][C:12]2=[O:36]. The yield is 0.420.